Dataset: Reaction yield outcomes from USPTO patents with 853,638 reactions. Task: Predict the reaction yield, written as a fraction of the theoretical maximum amount of product (1.0 means a 100% yield; for example, 0.34 means a 34% yield). The reactants are Br[C:2]1[S:3][CH:4]=[CH:5][N:6]=1.[Cl:7][C:8]1[CH:9]=[C:10](B(O)O)[CH:11]=[CH:12][C:13]=1[O:14][CH:15]([CH3:17])[CH3:16].C([O-])([O-])=O.[Na+].[Na+].C1C=CC(P(C2C=CC=CC=2)C2C=CC=CC=2)=CC=1. The catalyst is C([O-])(=O)C.[Pd+2].C([O-])(=O)C.C1(C)C=CC=CC=1.CCO. The product is [Cl:7][C:8]1[CH:9]=[C:10]([C:2]2[S:3][CH:4]=[CH:5][N:6]=2)[CH:11]=[CH:12][C:13]=1[O:14][CH:15]([CH3:17])[CH3:16]. The yield is 0.590.